Dataset: Full USPTO retrosynthesis dataset with 1.9M reactions from patents (1976-2016). Task: Predict the reactants needed to synthesize the given product. (1) Given the product [NH2:1][C:2]1[C:11]2[C:6](=[C:7]([C:19]3[CH:18]=[CH:17][CH:16]=[C:15]([O:14][CH3:13])[CH:20]=3)[CH:8]=[CH:9][CH:10]=2)[CH:5]=[CH:4][N:3]=1, predict the reactants needed to synthesize it. The reactants are: [NH2:1][C:2]1[C:11]2[C:6](=[C:7](Br)[CH:8]=[CH:9][CH:10]=2)[CH:5]=[CH:4][N:3]=1.[CH3:13][O:14][C:15]1[CH:16]=[C:17](B(O)O)[CH:18]=[CH:19][CH:20]=1. (2) Given the product [CH:8]([C:5]1[CH:6]=[CH:7][C:2]([CH3:1])=[CH:3][C:4]=1[NH2:11])([CH3:10])[CH3:9], predict the reactants needed to synthesize it. The reactants are: [CH3:1][C:2]1[CH:7]=[CH:6][C:5]([C:8]([CH3:10])=[CH2:9])=[C:4]([N+:11]([O-])=O)[CH:3]=1. (3) Given the product [CH2:9]([N:16]1[CH2:17][CH2:18][C:19]([CH2:22][CH2:5][CH2:6][CH3:7])([N:24]([CH3:25])[CH3:26])[CH2:20][CH2:21]1)[C:10]1[CH:11]=[CH:12][CH:13]=[CH:14][CH:15]=1, predict the reactants needed to synthesize it. The reactants are: [Mg].II.Br[CH2:5][CH2:6][CH2:7]C.[CH2:9]([N:16]1[CH2:21][CH2:20][C:19]([N:24]([CH3:26])[CH3:25])([C:22]#N)[CH2:18][CH2:17]1)[C:10]1[CH:15]=[CH:14][CH:13]=[CH:12][CH:11]=1.[NH4+].[Cl-].